From a dataset of Peptide-MHC class I binding affinity with 185,985 pairs from IEDB/IMGT. Regression. Given a peptide amino acid sequence and an MHC pseudo amino acid sequence, predict their binding affinity value. This is MHC class I binding data. (1) The MHC is Patr-A0701 with pseudo-sequence Patr-A0701. The peptide sequence is QLLWFHISCL. The binding affinity (normalized) is 0.141. (2) The peptide sequence is WYETVKVNY. The MHC is HLA-B07:02 with pseudo-sequence HLA-B07:02. The binding affinity (normalized) is 0.0847. (3) The peptide sequence is RFAPPCKPL. The MHC is Patr-A0701 with pseudo-sequence Patr-A0701. The binding affinity (normalized) is 0.0861. (4) The peptide sequence is YLIKLIEPV. The MHC is HLA-A02:01 with pseudo-sequence HLA-A02:01. The binding affinity (normalized) is 0.892. (5) The peptide sequence is KIFGSLAFL. The MHC is HLA-A02:01 with pseudo-sequence HLA-A02:01. The binding affinity (normalized) is 0.711.